This data is from Catalyst prediction with 721,799 reactions and 888 catalyst types from USPTO. The task is: Predict which catalyst facilitates the given reaction. (1) Reactant: [CH3:1][O:2][C:3](=[O:26])[CH2:4][C:5]1[C:14]([CH3:15])=[C:13](B2OC(C)(C)C(C)(C)O2)[C:12]2[C:7](=[CH:8][CH:9]=[C:10]([Cl:25])[CH:11]=2)[CH:6]=1.Br[C:28]1[CH:33]=[CH:32][C:31]([S:34][C:35]2[CH:40]=[CH:39][C:38]([Cl:41])=[CH:37][C:36]=2[Cl:42])=[CH:30][CH:29]=1.C(=O)(O)[O-].[Na+].O. Product: [CH3:1][O:2][C:3](=[O:26])[CH2:4][C:5]1[C:14]([CH3:15])=[C:13]([C:28]2[CH:33]=[CH:32][C:31]([S:34][C:35]3[CH:40]=[CH:39][C:38]([Cl:41])=[CH:37][C:36]=3[Cl:42])=[CH:30][CH:29]=2)[C:12]2[C:7](=[CH:8][CH:9]=[C:10]([Cl:25])[CH:11]=2)[CH:6]=1. The catalyst class is: 564. (2) Reactant: [C:1](Cl)(Cl)=[S:2].[NH2:5][C:6]1[CH:7]=[C:8]([CH3:14])[C:9]([C:12]#[N:13])=[N:10][CH:11]=1.O. Product: [N:5]([C:6]1[CH:7]=[C:8]([CH3:14])[C:9]([C:12]#[N:13])=[N:10][CH:11]=1)=[C:1]=[S:2]. The catalyst class is: 22. (3) Reactant: [H-].[Na+].[S:3]1[C:7]2[CH:8]=[CH:9][CH:10]=[CH:11][C:6]=2[N:5]=[C:4]1[CH2:12][C:13]1[CH:18]=[CH:17][C:16]([OH:19])=[CH:15][CH:14]=1.[C:20]([O:24][C:25]([N:27]1[CH2:31][CH2:30][CH2:29][C@@H:28]1[CH2:32]OS(C1C=CC(C)=CC=1)(=O)=O)=[O:26])([CH3:23])([CH3:22])[CH3:21]. Product: [C:20]([O:24][C:25]([N:27]1[CH2:31][CH2:30][CH2:29][C@@H:28]1[CH2:32][O:19][C:16]1[CH:15]=[CH:14][C:13]([CH2:12][C:4]2[S:3][C:7]3[CH:8]=[CH:9][CH:10]=[CH:11][C:6]=3[N:5]=2)=[CH:18][CH:17]=1)=[O:26])([CH3:23])([CH3:21])[CH3:22]. The catalyst class is: 3. (4) Reactant: C([O:3][C:4](=[O:36])[C:5]1[CH:10]=[CH:9][CH:8]=[C:7]([N:11]2[C:15]([CH3:16])=[CH:14][CH:13]=[C:12]2[C:17]2[CH:22]=[C:21]([S:23]([CH3:26])(=[O:25])=[O:24])[CH:20]=[CH:19][C:18]=2[O:27][CH2:28][C:29]2[CH:34]=[CH:33][C:32]([F:35])=[CH:31][CH:30]=2)[CH:6]=1)C.C(O)C. Product: [CH3:26][S:23]([C:21]1[CH:20]=[CH:19][C:18]([O:27][CH2:28][C:29]2[CH:30]=[CH:31][C:32]([F:35])=[CH:33][CH:34]=2)=[C:17]([C:12]2[N:11]([C:7]3[CH:6]=[C:5]([CH:10]=[CH:9][CH:8]=3)[C:4]([OH:36])=[O:3])[C:15]([CH3:16])=[CH:14][CH:13]=2)[CH:22]=1)(=[O:24])=[O:25]. The catalyst class is: 13. (5) Reactant: [OH:1][C:2]1[CH:3]=[C:4]2[C:9](=[CH:10][CH:11]=1)[C:7](=[O:8])[O:6][CH2:5]2.Cl.Cl[CH2:14][CH2:15][N:16]1[CH2:21][CH2:20][O:19][CH2:18][CH2:17]1.C(=O)([O-])[O-].[K+].[K+].[I-].[Na+]. Product: [N:16]1([CH2:15][CH2:14][O:1][C:2]2[CH:3]=[C:4]3[C:9](=[CH:10][CH:11]=2)[C:7](=[O:8])[O:6][CH2:5]3)[CH2:21][CH2:20][O:19][CH2:18][CH2:17]1. The catalyst class is: 8. (6) Reactant: S(Cl)(Cl)=O.CO.[NH2:7][C:8]1[C:16]([Cl:17])=[CH:15][C:11]([C:12]([OH:14])=[O:13])=[CH:10][C:9]=1[Cl:18].[C:19](=O)(O)[O-].[Na+]. Product: [NH2:7][C:8]1[C:9]([Cl:18])=[CH:10][C:11]([C:12]([O:14][CH3:19])=[O:13])=[CH:15][C:16]=1[Cl:17]. The catalyst class is: 6. (7) Reactant: [CH3:1][O:2][C:3]1[N:4]=[N+:5]([O-])[CH:6]=[CH:7][CH:8]=1.COS(=O)(=O)OC.[C-:17]#[N:18].[K+].C(=O)([O-])O.[Na+]. Product: [C:17]([C:6]1[N:5]=[N:4][C:3]([O:2][CH3:1])=[CH:8][CH:7]=1)#[N:18]. The catalyst class is: 127.